This data is from Reaction yield outcomes from USPTO patents with 853,638 reactions. The task is: Predict the reaction yield, written as a fraction of the theoretical maximum amount of product (1.0 means a 100% yield; for example, 0.34 means a 34% yield). (1) The reactants are [NH:1]1[CH:5]=[CH:4][CH:3]=[CH:2]1.[H-].[Na+].C([O:11][C@@H:12]1[C@@H:20]([C@@:21]2([CH3:52])[CH2:26][CH2:25][C@H:24]([O:27][Si](C(C)(C)C)(C3C=CC=CC=3)C3C=CC=CC=3)[CH2:23][C@@H:22]2[CH2:45][CH2:46]OS(C)(=O)=O)[CH2:19][CH2:18][C@@:17]2([CH3:53])[C@H:13]1[CH2:14][CH2:15][C:16]2=[CH2:54])(=O)C. The catalyst is CN(C=O)C. The product is [N:1]1([CH2:46][CH2:45][C@H:22]2[CH2:23][C@@H:24]([OH:27])[CH2:25][CH2:26][C@@:21]2([C@H:20]2[CH2:19][CH2:18][C@@:17]3([CH3:53])[C@@H:13]([CH2:14][CH2:15][C:16]3=[CH2:54])[C@@H:12]2[OH:11])[CH3:52])[CH:5]=[CH:4][CH:3]=[CH:2]1. The yield is 0.710. (2) The reactants are [C:1]([C:3]1[CH:4]=[C:5]([NH:9][C:10](=[O:16])[O:11][C:12]([CH3:15])([CH3:14])[CH3:13])[CH:6]=[CH:7][CH:8]=1)#[CH:2].Br[C:18]1[CH:19]=[N:20][CH:21]=[C:22]([CH:35]=1)[C:23]([N:25]=[S@@:26]([CH3:34])(=[O:33])[C:27]1[CH:32]=[CH:31][CH:30]=[CH:29][CH:28]=1)=[O:24]. No catalyst specified. The product is [CH3:34][S@:26](=[N:25][C:23]([C:22]1[CH:35]=[C:18]([C:2]#[C:1][C:3]2[CH:4]=[C:5]([NH:9][C:10](=[O:16])[O:11][C:12]([CH3:13])([CH3:15])[CH3:14])[CH:6]=[CH:7][CH:8]=2)[CH:19]=[N:20][CH:21]=1)=[O:24])(=[O:33])[C:27]1[CH:28]=[CH:29][CH:30]=[CH:31][CH:32]=1. The yield is 0.230. (3) The reactants are [I-].C([O:4][C:5]([CH:7]1[CH2:12][CH2:11][CH2:10][N+:9]([CH3:14])([CH3:13])[CH2:8]1)=[O:6])C.OS(O)(=O)=O. The catalyst is O. The product is [CH3:13][N+:9]1([CH3:14])[CH2:10][CH2:11][CH2:12][CH:7]([C:5]([O-:6])=[O:4])[CH2:8]1. The yield is 0.930.